From a dataset of NCI-60 drug combinations with 297,098 pairs across 59 cell lines. Regression. Given two drug SMILES strings and cell line genomic features, predict the synergy score measuring deviation from expected non-interaction effect. (1) Synergy scores: CSS=32.4, Synergy_ZIP=-2.68, Synergy_Bliss=-4.84, Synergy_Loewe=-5.67, Synergy_HSA=-3.64. Drug 2: CC1=C(C(=CC=C1)Cl)NC(=O)C2=CN=C(S2)NC3=CC(=NC(=N3)C)N4CCN(CC4)CCO. Drug 1: C1=CN(C(=O)N=C1N)C2C(C(C(O2)CO)O)O.Cl. Cell line: HCC-2998. (2) Drug 1: CCCCCOC(=O)NC1=NC(=O)N(C=C1F)C2C(C(C(O2)C)O)O. Drug 2: C1=NC(=NC(=O)N1C2C(C(C(O2)CO)O)O)N. Cell line: NCI-H522. Synergy scores: CSS=14.9, Synergy_ZIP=-1.21, Synergy_Bliss=-1.48, Synergy_Loewe=-47.7, Synergy_HSA=-8.79. (3) Drug 1: CNC(=O)C1=CC=CC=C1SC2=CC3=C(C=C2)C(=NN3)C=CC4=CC=CC=N4. Drug 2: CC(CN1CC(=O)NC(=O)C1)N2CC(=O)NC(=O)C2. Cell line: U251. Synergy scores: CSS=34.8, Synergy_ZIP=-7.99, Synergy_Bliss=-3.35, Synergy_Loewe=-0.0632, Synergy_HSA=1.40. (4) Drug 1: CC1=C(C(CCC1)(C)C)C=CC(=CC=CC(=CC(=O)O)C)C. Drug 2: N.N.Cl[Pt+2]Cl. Cell line: SNB-19. Synergy scores: CSS=15.5, Synergy_ZIP=-0.784, Synergy_Bliss=-2.22, Synergy_Loewe=-15.0, Synergy_HSA=-2.86. (5) Drug 1: C1=CC(=C2C(=C1NCCNCCO)C(=O)C3=C(C=CC(=C3C2=O)O)O)NCCNCCO. Drug 2: CS(=O)(=O)CCNCC1=CC=C(O1)C2=CC3=C(C=C2)N=CN=C3NC4=CC(=C(C=C4)OCC5=CC(=CC=C5)F)Cl. Cell line: COLO 205. Synergy scores: CSS=55.3, Synergy_ZIP=9.53, Synergy_Bliss=8.66, Synergy_Loewe=-16.5, Synergy_HSA=6.44.